From a dataset of NCI-60 drug combinations with 297,098 pairs across 59 cell lines. Regression. Given two drug SMILES strings and cell line genomic features, predict the synergy score measuring deviation from expected non-interaction effect. (1) Drug 1: CS(=O)(=O)C1=CC(=C(C=C1)C(=O)NC2=CC(=C(C=C2)Cl)C3=CC=CC=N3)Cl. Drug 2: CCC1(CC2CC(C3=C(CCN(C2)C1)C4=CC=CC=C4N3)(C5=C(C=C6C(=C5)C78CCN9C7C(C=CC9)(C(C(C8N6C=O)(C(=O)OC)O)OC(=O)C)CC)OC)C(=O)OC)O.OS(=O)(=O)O. Cell line: CCRF-CEM. Synergy scores: CSS=68.5, Synergy_ZIP=1.39, Synergy_Bliss=0.987, Synergy_Loewe=-43.6, Synergy_HSA=-2.56. (2) Drug 1: C1CC(C1)(C(=O)O)C(=O)O.[NH2-].[NH2-].[Pt+2]. Drug 2: CC1CCC2CC(C(=CC=CC=CC(CC(C(=O)C(C(C(=CC(C(=O)CC(OC(=O)C3CCCCN3C(=O)C(=O)C1(O2)O)C(C)CC4CCC(C(C4)OC)O)C)C)O)OC)C)C)C)OC. Cell line: DU-145. Synergy scores: CSS=46.0, Synergy_ZIP=-6.73, Synergy_Bliss=-9.79, Synergy_Loewe=-3.93, Synergy_HSA=-3.73. (3) Drug 1: CC1=C(C=C(C=C1)NC(=O)C2=CC=C(C=C2)CN3CCN(CC3)C)NC4=NC=CC(=N4)C5=CN=CC=C5. Drug 2: CC(C)(C#N)C1=CC(=CC(=C1)CN2C=NC=N2)C(C)(C)C#N. Cell line: 786-0. Synergy scores: CSS=-0.661, Synergy_ZIP=-0.913, Synergy_Bliss=0.00144, Synergy_Loewe=-1.43, Synergy_HSA=-1.05. (4) Drug 1: CCC1=CC2CC(C3=C(CN(C2)C1)C4=CC=CC=C4N3)(C5=C(C=C6C(=C5)C78CCN9C7C(C=CC9)(C(C(C8N6C)(C(=O)OC)O)OC(=O)C)CC)OC)C(=O)OC.C(C(C(=O)O)O)(C(=O)O)O. Drug 2: COC1=NC(=NC2=C1N=CN2C3C(C(C(O3)CO)O)O)N. Cell line: HOP-92. Synergy scores: CSS=20.3, Synergy_ZIP=-4.38, Synergy_Bliss=0.298, Synergy_Loewe=-11.1, Synergy_HSA=0.660. (5) Drug 1: C1=NC(=NC(=O)N1C2C(C(C(O2)CO)O)O)N. Drug 2: CS(=O)(=O)CCNCC1=CC=C(O1)C2=CC3=C(C=C2)N=CN=C3NC4=CC(=C(C=C4)OCC5=CC(=CC=C5)F)Cl. Cell line: A498. Synergy scores: CSS=13.0, Synergy_ZIP=-6.06, Synergy_Bliss=-2.16, Synergy_Loewe=-1.83, Synergy_HSA=-0.0966. (6) Drug 1: CC(C1=C(C=CC(=C1Cl)F)Cl)OC2=C(N=CC(=C2)C3=CN(N=C3)C4CCNCC4)N. Drug 2: CC1=CC=C(C=C1)C2=CC(=NN2C3=CC=C(C=C3)S(=O)(=O)N)C(F)(F)F. Cell line: LOX IMVI. Synergy scores: CSS=8.58, Synergy_ZIP=-3.07, Synergy_Bliss=0.571, Synergy_Loewe=-8.98, Synergy_HSA=2.38. (7) Drug 1: CN(C)C1=NC(=NC(=N1)N(C)C)N(C)C. Drug 2: COCCOC1=C(C=C2C(=C1)C(=NC=N2)NC3=CC=CC(=C3)C#C)OCCOC.Cl. Cell line: HT29. Synergy scores: CSS=-3.66, Synergy_ZIP=4.33, Synergy_Bliss=4.55, Synergy_Loewe=-2.47, Synergy_HSA=-1.77. (8) Drug 1: C1CC(=O)NC(=O)C1N2CC3=C(C2=O)C=CC=C3N. Drug 2: CN(C)N=NC1=C(NC=N1)C(=O)N. Cell line: SN12C. Synergy scores: CSS=-0.0830, Synergy_ZIP=-3.48, Synergy_Bliss=-6.73, Synergy_Loewe=-6.20, Synergy_HSA=-6.19. (9) Drug 1: CC1=C(C(CCC1)(C)C)C=CC(=CC=CC(=CC(=O)O)C)C. Drug 2: CC1=C(C=C(C=C1)NC(=O)C2=CC=C(C=C2)CN3CCN(CC3)C)NC4=NC=CC(=N4)C5=CN=CC=C5. Cell line: SK-MEL-5. Synergy scores: CSS=7.73, Synergy_ZIP=-2.64, Synergy_Bliss=-0.100, Synergy_Loewe=0.440, Synergy_HSA=0.964. (10) Drug 1: CC1=C(C=C(C=C1)NC2=NC=CC(=N2)N(C)C3=CC4=NN(C(=C4C=C3)C)C)S(=O)(=O)N.Cl. Drug 2: C1CC(C1)(C(=O)O)C(=O)O.[NH2-].[NH2-].[Pt+2]. Cell line: T-47D. Synergy scores: CSS=15.9, Synergy_ZIP=7.89, Synergy_Bliss=13.6, Synergy_Loewe=10.2, Synergy_HSA=13.7.